From a dataset of Full USPTO retrosynthesis dataset with 1.9M reactions from patents (1976-2016). Predict the reactants needed to synthesize the given product. (1) The reactants are: [H-].[Na+].[CH3:3][O:4][C:5]([CH2:7]P(OC)(OC)=O)=[O:6].[Cl:14][C:15]1[CH:20]=[CH:19][C:18]([N:21]2[CH2:26][CH2:25][C:24](=O)[CH2:23][CH2:22]2)=[CH:17][C:16]=1[O:28][CH3:29]. Given the product [Cl:14][C:15]1[CH:20]=[CH:19][C:18]([N:21]2[CH2:22][CH2:23][C:24](=[CH:7][C:5]([O:4][CH3:3])=[O:6])[CH2:25][CH2:26]2)=[CH:17][C:16]=1[O:28][CH3:29], predict the reactants needed to synthesize it. (2) Given the product [O:23]1[C:32]2[CH:31]=[C:30]([CH2:33][NH:22][CH2:21][CH2:20][C:17]3[CH:16]=[CH:15][C:14]([C:7]4[C:6]5[C:11](=[CH:12][CH:13]=[C:4]([O:3][CH3:2])[N:5]=5)[N:10]=[CH:9][CH:8]=4)=[CH:19][N:18]=3)[N:29]=[CH:28][C:27]=2[O:26][CH2:25][CH2:24]1, predict the reactants needed to synthesize it. The reactants are: Cl.[CH3:2][O:3][C:4]1[N:5]=[C:6]2[C:11](=[CH:12][CH:13]=1)[N:10]=[CH:9][CH:8]=[C:7]2[C:14]1[CH:15]=[CH:16][C:17]([CH2:20][CH2:21][NH2:22])=[N:18][CH:19]=1.[O:23]1[C:32]2[CH:31]=[C:30]([CH:33]=O)[N:29]=[CH:28][C:27]=2[O:26][CH2:25][CH2:24]1.[BH4-].[Na+]. (3) The reactants are: [CH:1]1([O:4][C:5]2[CH:13]=[CH:12][CH:11]=[C:10]3[C:6]=2[C:7]([C:18]([OH:20])=O)=[CH:8][N:9]3[CH2:14][CH2:15][O:16][CH3:17])[CH2:3][CH2:2]1.Cl.[F:22][C:23]([F:42])([F:41])[C:24]([NH:26][CH2:27][C:28]1[CH:33]=[CH:32][C:31]([F:34])=[C:30]([CH:35]2[CH2:40][CH2:39][NH:38][CH2:37][CH2:36]2)[CH:29]=1)=[O:25]. Given the product [CH:1]1([O:4][C:5]2[CH:13]=[CH:12][CH:11]=[C:10]3[C:6]=2[C:7]([C:18]([N:38]2[CH2:39][CH2:40][CH:35]([C:30]4[CH:29]=[C:28]([CH:33]=[CH:32][C:31]=4[F:34])[CH2:27][NH:26][C:24](=[O:25])[C:23]([F:42])([F:41])[F:22])[CH2:36][CH2:37]2)=[O:20])=[CH:8][N:9]3[CH2:14][CH2:15][O:16][CH3:17])[CH2:2][CH2:3]1, predict the reactants needed to synthesize it.